Predict the product of the given reaction. From a dataset of Forward reaction prediction with 1.9M reactions from USPTO patents (1976-2016). The product is: [CH:1]([C:3]1[CH:4]=[CH:5][C:6]([O:11][C:12]2[CH:17]=[CH:16][C:15]([CH3:18])=[CH:14][C:13]=2[OH:19])=[C:7]([CH:10]=1)[C:8]#[N:9])=[O:2]. Given the reactants [CH:1]([C:3]1[CH:4]=[CH:5][C:6]([O:11][C:12]2[CH:17]=[CH:16][C:15]([CH3:18])=[CH:14][C:13]=2[O:19]C)=[C:7]([CH:10]=1)[C:8]#[N:9])=[O:2].B(Br)(Br)Br, predict the reaction product.